Regression. Given two drug SMILES strings and cell line genomic features, predict the synergy score measuring deviation from expected non-interaction effect. From a dataset of NCI-60 drug combinations with 297,098 pairs across 59 cell lines. Drug 1: C1CC(C1)(C(=O)O)C(=O)O.[NH2-].[NH2-].[Pt+2]. Drug 2: CC(C)CN1C=NC2=C1C3=CC=CC=C3N=C2N. Cell line: UACC-257. Synergy scores: CSS=6.58, Synergy_ZIP=-1.95, Synergy_Bliss=0.0122, Synergy_Loewe=-0.277, Synergy_HSA=-0.354.